From a dataset of Forward reaction prediction with 1.9M reactions from USPTO patents (1976-2016). Predict the product of the given reaction. (1) Given the reactants [N:1]1[C:10]2[C:5](=[CH:6][CH:7]=[CH:8][CH:9]=2)[N:4]=[CH:3][C:2]=1[C:11](Cl)=[O:12].[NH2:14][CH:15]1[CH2:19][CH2:18][C:17]2([CH2:24][CH2:23][CH2:22][CH2:21][CH2:20]2)[CH2:16]1.N1C=CC=CC=1, predict the reaction product. The product is: [CH2:16]1[C:17]2([CH2:24][CH2:23][CH2:22][CH2:21][CH2:20]2)[CH2:18][CH2:19][CH:15]1[NH:14][C:11]([C:2]1[CH:3]=[N:4][C:5]2[C:10](=[CH:9][CH:8]=[CH:7][CH:6]=2)[N:1]=1)=[O:12]. (2) Given the reactants [OH:1][CH2:2][CH:3]([N:8]([S:19]([C:22]1[CH:27]=[CH:26][C:25]([O:28][CH3:29])=[CH:24][CH:23]=1)(=[O:21])=[O:20])[CH2:9][C:10]1[CH:15]=[CH:14][CH:13]=[CH:12][C:11]=1[N+:16]([O-])=O)[C:4]([O:6][CH3:7])=[O:5].C([O-])=O.[NH4+].C(OCC)(=O)C, predict the reaction product. The product is: [NH2:16][C:11]1[CH:12]=[CH:13][CH:14]=[CH:15][C:10]=1[CH2:9][N:8]([S:19]([C:22]1[CH:23]=[CH:24][C:25]([O:28][CH3:29])=[CH:26][CH:27]=1)(=[O:21])=[O:20])[CH:3]([CH2:2][OH:1])[C:4]([O:6][CH3:7])=[O:5]. (3) Given the reactants Cl.[NH:2]1[C:6]([CH2:7][CH2:8][C:9]([OH:11])=O)=[CH:5][N:4]=[CH:3]1.[NH2:12][C@@H:13]([CH2:31][O:32][CH2:33][C:34]1[CH:39]=[CH:38][CH:37]=[CH:36][CH:35]=1)[C:14]([NH:16][C:17]1[CH:22]=[CH:21][C:20]([O:23][C:24]2[CH:29]=[CH:28][C:27]([F:30])=[CH:26][CH:25]=2)=[CH:19][CH:18]=1)=[O:15], predict the reaction product. The product is: [NH:2]1[C:6]([CH2:7][CH2:8][C:9]([NH:12][C@@H:13]([CH2:31][O:32][CH2:33][C:34]2[CH:35]=[CH:36][CH:37]=[CH:38][CH:39]=2)[C:14]([NH:16][C:17]2[CH:18]=[CH:19][C:20]([O:23][C:24]3[CH:29]=[CH:28][C:27]([F:30])=[CH:26][CH:25]=3)=[CH:21][CH:22]=2)=[O:15])=[O:11])=[CH:5][N:4]=[CH:3]1. (4) Given the reactants [NH2:1][C@H:2]([CH2:22][C:23]1[CH:28]=[CH:27][C:26]([Cl:29])=[C:25]([Cl:30])[CH:24]=1)[C:3]([N:5]1[CH2:10][CH2:9][N:8]([C:11]2[CH:16]=[CH:15][CH:14]=[CH:13][C:12]=2[NH:17][S:18]([CH3:21])(=[O:20])=[O:19])[CH2:7][CH2:6]1)=[O:4].[C:31]([N:38]1[CH2:41][CH:40]([C:42](O)=[O:43])[CH2:39]1)([O:33][C:34]([CH3:37])([CH3:36])[CH3:35])=[O:32].CCN=C=NCCCN(C)C.CI.C1C=NC2N(O)N=NC=2C=1, predict the reaction product. The product is: [Cl:30][C:25]1[CH:24]=[C:23]([CH2:22][C@@H:2]([NH:1][C:42]([CH:40]2[CH2:41][N:38]([C:31]([O:33][C:34]([CH3:37])([CH3:36])[CH3:35])=[O:32])[CH2:39]2)=[O:43])[C:3]([N:5]2[CH2:6][CH2:7][N:8]([C:11]3[CH:16]=[CH:15][CH:14]=[CH:13][C:12]=3[NH:17][S:18]([CH3:21])(=[O:19])=[O:20])[CH2:9][CH2:10]2)=[O:4])[CH:28]=[CH:27][C:26]=1[Cl:29]. (5) Given the reactants [CH:1]([C:4](=[CH:7][CH2:8][CH:9]([CH3:11])[CH3:10])[CH:5]=[O:6])([CH3:3])[CH3:2].C([O-])(O)=O.[Na+].N#N, predict the reaction product. The product is: [CH:1]([CH:4]([CH2:7][CH2:8][CH:9]([CH3:11])[CH3:10])[CH:5]=[O:6])([CH3:3])[CH3:2]. (6) Given the reactants [Br:1][C:2]1[CH:9]=[CH:8][C:7]([OH:10])=[CH:6][C:3]=1[CH:4]=[O:5].[H-].[Na+].[CH3:13][O:14][CH2:15]Cl.[Cl-].[NH4+], predict the reaction product. The product is: [Br:1][C:2]1[CH:9]=[CH:8][C:7]([O:10][CH2:13][O:14][CH3:15])=[CH:6][C:3]=1[CH:4]=[O:5].